This data is from Reaction yield outcomes from USPTO patents with 853,638 reactions. The task is: Predict the reaction yield, written as a fraction of the theoretical maximum amount of product (1.0 means a 100% yield; for example, 0.34 means a 34% yield). The reactants are [C:1]([O:7][CH2:8][CH3:9])(=[O:6])[CH2:2][C:3]([CH3:5])=O.[Cl:10][C:11]1[CH:18]=[CH:17][CH:16]=[CH:15][C:12]=1[CH:13]=O.[CH3:19][O:20][C:21](=[O:26])/[CH:22]=[C:23](\[NH2:25])/[CH3:24].CC(O)=O. The catalyst is CCO.CCOC(C)=O. The product is [Cl:10][C:11]1[CH:18]=[CH:17][CH:16]=[CH:15][C:12]=1[CH:13]1[C:22]([C:21]([O:20][CH3:19])=[O:26])=[C:23]([CH3:24])[NH:25][C:3]([CH3:5])=[C:2]1[C:1]([O:7][CH2:8][CH3:9])=[O:6]. The yield is 0.260.